From a dataset of Full USPTO retrosynthesis dataset with 1.9M reactions from patents (1976-2016). Predict the reactants needed to synthesize the given product. (1) Given the product [C:1]([O:5][C:6]([CH:8]1[CH2:9][CH2:10][N:11]([C:14]2[C:22]([C:23]#[N:24])=[CH:21][C:17]([C:18]([O:20][CH:35]([CH3:37])[CH3:36])=[O:19])=[C:16]([CH2:25][N:26]3[CH2:30][CH2:29][CH2:28][C:27]3=[O:31])[N:15]=2)[CH2:12][CH2:13]1)=[O:7])([CH3:4])([CH3:2])[CH3:3], predict the reactants needed to synthesize it. The reactants are: [C:1]([O:5][C:6]([CH:8]1[CH2:13][CH2:12][N:11]([C:14]2[C:22]([C:23]#[N:24])=[CH:21][C:17]([C:18]([OH:20])=[O:19])=[C:16]([CH2:25][N:26]3[CH2:30][CH2:29][CH2:28][C:27]3=[O:31])[N:15]=2)[CH2:10][CH2:9]1)=[O:7])([CH3:4])([CH3:3])[CH3:2].CCN(C(C)C)[CH:35]([CH3:37])[CH3:36].ClC(OC(C)C)=O.Cl. (2) Given the product [Cl:6][C:7]1[CH:8]=[C:9]2[C:13](=[CH:14][CH:15]=1)[N:12]([C:16]1[N:20]([CH3:21])[N:19]=[C:18]([CH3:22])[C:17]=1[CH2:23][CH2:24][S:25]([NH:28][C:44](=[O:45])[O:5][CH2:1][CH2:2][CH2:3][CH3:4])(=[O:27])=[O:26])[CH:11]=[CH:10]2, predict the reactants needed to synthesize it. The reactants are: [CH2:1]([OH:5])[CH2:2][CH2:3][CH3:4].[Cl:6][C:7]1[CH:8]=[C:9]2[C:13](=[CH:14][CH:15]=1)[N:12]([C:16]1[N:20]([CH3:21])[N:19]=[C:18]([CH3:22])[C:17]=1[CH2:23][CH2:24][S:25]([NH2:28])(=[O:27])=[O:26])[CH:11]=[CH:10]2.N12CCCN=C1CCCCC2.[Cl-].[NH4+].CN(C)[CH:44]=[O:45]. (3) Given the product [CH2:20]([CH:12]1[C:11]2[C:10]3[CH2:22][CH2:23][NH:6][CH2:7][CH2:8][C:9]=3[CH:17]=[CH:16][C:15]=2[CH2:14][C:13]1([F:19])[F:18])[CH3:21], predict the reactants needed to synthesize it. The reactants are: C(OC([N:6]1[CH2:23][CH2:22][C:10]2[C:11]3[CH:12]([CH2:20][CH3:21])[C:13]([F:19])([F:18])[CH2:14][C:15]=3[CH:16]=[CH:17][C:9]=2[CH2:8][CH2:7]1)=O)C.[Si](I)(C)(C)C. (4) Given the product [Cl:8][CH2:7][CH2:6][C:5]1[CH:9]=[CH:10][C:2]([O:1][C:11](=[O:15])[CH2:12][CH2:13][CH3:14])=[CH:3][CH:4]=1, predict the reactants needed to synthesize it. The reactants are: [OH:1][C:2]1[CH:10]=[CH:9][C:5]([CH2:6][CH2:7][Cl:8])=[CH:4][CH:3]=1.[C:11](Cl)(=[O:15])[CH2:12][CH2:13][CH3:14].N1C=CC=CC=1. (5) Given the product [ClH:34].[NH2:24][CH2:23][CH:19]1[CH2:18][CH2:17][CH2:16][C:15]2[CH:14]=[C:13]([N:8]3[C:9](=[O:12])[CH:10]=[N:11][C:6]4[CH:5]=[CH:4][C:3]([O:2][CH3:1])=[N:32][C:7]3=4)[CH:22]=[CH:21][C:20]1=2, predict the reactants needed to synthesize it. The reactants are: [CH3:1][O:2][C:3]1[CH:4]=[CH:5][C:6]2[N:11]=[CH:10][C:9](=[O:12])[N:8]([C:13]3[CH:14]=[C:15]4[C:20](=[CH:21][CH:22]=3)[CH:19]([CH2:23][NH:24]C(=O)OC(C)(C)C)[CH2:18][CH2:17][CH2:16]4)[C:7]=2[N:32]=1.C(Cl)(Cl)[Cl:34].Cl.